Dataset: Forward reaction prediction with 1.9M reactions from USPTO patents (1976-2016). Task: Predict the product of the given reaction. (1) Given the reactants [CH2:1]([SH:5])[CH2:2][CH2:3][SH:4].[CH:6](=O)[C:7]1[CH:12]=[CH:11][CH:10]=[CH:9][CH:8]=1.Cl, predict the reaction product. The product is: [C:7]1([CH:6]2[S:5][CH2:1][CH2:2][CH2:3][S:4]2)[CH:12]=[CH:11][CH:10]=[CH:9][CH:8]=1. (2) Given the reactants [Cl:1][C:2]1[CH:7]=[CH:6][C:5]([C:8]#[C:9][Si](C)(C)C)=[CH:4][C:3]=1[N+:14]([O-:16])=[O:15].C(=O)([O-])[O-].[K+].[K+], predict the reaction product. The product is: [Cl:1][C:2]1[CH:7]=[CH:6][C:5]([C:8]#[CH:9])=[CH:4][C:3]=1[N+:14]([O-:16])=[O:15]. (3) Given the reactants C[Si](C)(C)[C:3]([F:6])([F:5])[F:4].C1COCC1.C([O-])([O-])=O.[K+].[K+].[F:20][C:21]1[CH:28]=[C:27]([N:29]2[CH2:33][CH2:32][N:31]([C:34]3[CH:35]=[N:36][CH:37]=[CH:38][C:39]=3[CH3:40])[C:30]2=[O:41])[CH:26]=[CH:25][C:22]=1[CH:23]=[O:24], predict the reaction product. The product is: [F:20][C:21]1[CH:28]=[C:27]([N:29]2[CH2:33][CH2:32][N:31]([C:34]3[CH:35]=[N:36][CH:37]=[CH:38][C:39]=3[CH3:40])[C:30]2=[O:41])[CH:26]=[CH:25][C:22]=1[CH:23]([OH:24])[C:3]([F:6])([F:5])[F:4]. (4) Given the reactants [CH:1]([C:3]1[CH:13]=[CH:12][C:6]([C:7]([N:9]([CH3:11])[CH3:10])=[O:8])=[CH:5][CH:4]=1)=O.[CH2:14]([O:16][CH:17]([O:36][CH2:37][CH3:38])[C:18]1[CH:35]=[CH:34][C:21](/[CH:22]=[N:23]/[C:24]2[CH:32]=[CH:31][CH:30]=[C:29]3[C:25]=2[CH2:26][O:27][C:28]3=[O:33])=[CH:20][CH:19]=1)[CH3:15].[CH3:39][O-].[Na+].[C:42](OCC)(=[O:45])CC, predict the reaction product. The product is: [CH2:14]([O:16][CH:17]([O:36][CH2:37][CH3:38])[C:18]1[CH:19]=[CH:20][C:21]([CH:22]2[CH:1]([C:3]3[CH:13]=[CH:12][C:6]([C:7](=[O:8])[N:9]([CH3:11])[CH3:10])=[CH:5][CH:4]=3)[C:42](=[O:45])[C:25]3[C:29]([C:28]([O:27][CH2:26][CH3:39])=[O:33])=[CH:30][CH:31]=[CH:32][C:24]=3[NH:23]2)=[CH:34][CH:35]=1)[CH3:15]. (5) Given the reactants C(N(CC)CC)(C)C.[Si:9]([O:16][C:17]1[CH:26]=[C:25]2[C:20]([C:21]([CH3:29])=[CH:22][C:23]([CH3:28])([CH3:27])[NH:24]2)=[CH:19][CH:18]=1)([C:12]([CH3:15])([CH3:14])[CH3:13])([CH3:11])[CH3:10].I[CH:31]([CH3:40])[CH2:32][C:33]([O:35][C:36]([CH3:39])([CH3:38])[CH3:37])=[O:34], predict the reaction product. The product is: [C:36]([O:35][C:33]([CH2:32][CH2:31][CH2:40][N:24]1[C:25]2[C:20](=[CH:19][CH:18]=[C:17]([O:16][Si:9]([C:12]([CH3:15])([CH3:14])[CH3:13])([CH3:11])[CH3:10])[CH:26]=2)[C:21]([CH3:29])=[CH:22][C:23]1([CH3:28])[CH3:27])=[O:34])([CH3:39])([CH3:38])[CH3:37].